The task is: Predict the reactants needed to synthesize the given product.. This data is from Full USPTO retrosynthesis dataset with 1.9M reactions from patents (1976-2016). (1) Given the product [CH3:3][O:4][C:5]1[CH:6]=[C:7]2[C:11](=[C:12]([O:14][CH3:15])[CH:13]=1)[N:10]([CH3:36])[CH:9]=[C:8]2[C:16]1[N:24]([S:25]([C:28]2[CH:29]=[CH:30][C:31]([CH3:34])=[CH:32][CH:33]=2)(=[O:27])=[O:26])[C:19]2=[N:20][CH:21]=[CH:22][CH:23]=[C:18]2[CH:17]=1, predict the reactants needed to synthesize it. The reactants are: [H-].[Na+].[CH3:3][O:4][C:5]1[CH:6]=[C:7]2[C:11](=[C:12]([O:14][CH3:15])[CH:13]=1)[NH:10][CH:9]=[C:8]2[C:16]1[N:24]([S:25]([C:28]2[CH:33]=[CH:32][C:31]([CH3:34])=[CH:30][CH:29]=2)(=[O:27])=[O:26])[C:19]2=[N:20][CH:21]=[CH:22][CH:23]=[C:18]2[CH:17]=1.I[CH3:36].O. (2) Given the product [CH3:11][CH:9]([CH2:8][C@H:7]([CH2:6][NH2:5])[CH2:12][C:13]([OH:23])=[O:25])[CH3:10], predict the reactants needed to synthesize it. The reactants are: Br.COC(=O)[NH:5][CH2:6][C@H:7]([CH2:12][C:13](=[O:23])N[C@H](C1C=CC=CC=1)C)[CH2:8][CH:9]([CH3:11])[CH3:10].[OH-:25].[Na+]. (3) Given the product [CH3:43][C:44]([O:47][C:21]([NH:17][C:5]1[C:6]([C:8]([O:10][CH3:11])=[O:9])=[N:7][C:2]([CH3:1])=[CH:3][CH:4]=1)=[O:25])([CH3:46])[CH3:45], predict the reactants needed to synthesize it. The reactants are: [CH3:1][C:2]1[N:7]=[C:6]([C:8]([O:10][CH3:11])=[O:9])[C:5](C(O)=O)=[CH:4][CH:3]=1.CC[N:17]([CH:21](C)C)C(C)C.P(N=[N+]=[N-])(OC1C=CC=CC=1)(OC1C=CC=CC=1)=[O:25].[CH3:43][C:44]([OH:47])([CH3:46])[CH3:45]. (4) Given the product [N+:27](=[C:8]([C:7](=[O:13])[CH2:6][CH2:5][CH2:4][CH2:3][O:2][CH3:1])[C:9]([O:11][CH3:12])=[O:10])=[N-:28], predict the reactants needed to synthesize it. The reactants are: [CH3:1][O:2][CH2:3][CH2:4][CH2:5][CH2:6][C:7](=[O:13])[CH2:8][C:9]([O:11][CH3:12])=[O:10].C(NC1C=CC(S([N:27]=[N+:28]=[N-])(=O)=O)=CC=1)(=O)C.C(N(CC)CC)C.